From a dataset of NCI-60 drug combinations with 297,098 pairs across 59 cell lines. Regression. Given two drug SMILES strings and cell line genomic features, predict the synergy score measuring deviation from expected non-interaction effect. (1) Drug 1: CN(C)N=NC1=C(NC=N1)C(=O)N. Drug 2: COCCOC1=C(C=C2C(=C1)C(=NC=N2)NC3=CC=CC(=C3)C#C)OCCOC.Cl. Cell line: HCT-15. Synergy scores: CSS=4.38, Synergy_ZIP=-0.687, Synergy_Bliss=0.106, Synergy_Loewe=-2.82, Synergy_HSA=-2.06. (2) Drug 1: CS(=O)(=O)CCNCC1=CC=C(O1)C2=CC3=C(C=C2)N=CN=C3NC4=CC(=C(C=C4)OCC5=CC(=CC=C5)F)Cl. Cell line: SNB-75. Synergy scores: CSS=0.395, Synergy_ZIP=-1.77, Synergy_Bliss=-2.58, Synergy_Loewe=-2.93, Synergy_HSA=-2.02. Drug 2: CN(C(=O)NC(C=O)C(C(C(CO)O)O)O)N=O. (3) Drug 1: C1=NC2=C(N1)C(=S)N=C(N2)N. Cell line: OVCAR-8. Synergy scores: CSS=40.3, Synergy_ZIP=-9.77, Synergy_Bliss=-11.4, Synergy_Loewe=-13.4, Synergy_HSA=-6.60. Drug 2: C1=NC2=C(N=C(N=C2N1C3C(C(C(O3)CO)O)F)Cl)N. (4) Drug 1: CS(=O)(=O)C1=CC(=C(C=C1)C(=O)NC2=CC(=C(C=C2)Cl)C3=CC=CC=N3)Cl. Drug 2: COCCOC1=C(C=C2C(=C1)C(=NC=N2)NC3=CC=CC(=C3)C#C)OCCOC.Cl. Cell line: HS 578T. Synergy scores: CSS=14.1, Synergy_ZIP=5.89, Synergy_Bliss=17.0, Synergy_Loewe=9.31, Synergy_HSA=10.3. (5) Drug 1: CNC(=O)C1=CC=CC=C1SC2=CC3=C(C=C2)C(=NN3)C=CC4=CC=CC=N4. Drug 2: CCCS(=O)(=O)NC1=C(C(=C(C=C1)F)C(=O)C2=CNC3=C2C=C(C=N3)C4=CC=C(C=C4)Cl)F. Cell line: 786-0. Synergy scores: CSS=0.586, Synergy_ZIP=-0.226, Synergy_Bliss=0.0969, Synergy_Loewe=-1.17, Synergy_HSA=-0.487. (6) Drug 1: C1=NC2=C(N1)C(=S)N=C(N2)N. Drug 2: CCCCC(=O)OCC(=O)C1(CC(C2=C(C1)C(=C3C(=C2O)C(=O)C4=C(C3=O)C=CC=C4OC)O)OC5CC(C(C(O5)C)O)NC(=O)C(F)(F)F)O. Cell line: OVCAR-4. Synergy scores: CSS=23.8, Synergy_ZIP=-5.06, Synergy_Bliss=-2.63, Synergy_Loewe=-2.38, Synergy_HSA=-1.58.